From a dataset of Full USPTO retrosynthesis dataset with 1.9M reactions from patents (1976-2016). Predict the reactants needed to synthesize the given product. Given the product [Cl:37][C:38]1[CH:45]=[CH:44][C:41]([CH2:42][N:2]2[C:10]3[C:5](=[CH:6][CH:7]=[CH:8][C:9]=3[C:11]([NH:13][C@H:14]([C:16]3[CH:17]=[CH:18][C:19]([C:20]([O:22][CH3:23])=[O:21])=[CH:24][CH:25]=3)[CH3:15])=[O:12])[CH2:4][CH2:3]2)=[CH:40][CH:39]=1, predict the reactants needed to synthesize it. The reactants are: Cl.[NH:2]1[C:10]2[C:5](=[CH:6][CH:7]=[CH:8][C:9]=2[C:11]([NH:13][C@H:14]([C:16]2[CH:25]=[CH:24][C:19]([C:20]([O:22][CH3:23])=[O:21])=[CH:18][CH:17]=2)[CH3:15])=[O:12])[CH2:4][CH2:3]1.C(=O)([O-])[O-].[K+].[K+].CN(C=O)C.[Cl:37][C:38]1[CH:45]=[CH:44][C:41]([CH2:42]Br)=[CH:40][CH:39]=1.